From a dataset of Catalyst prediction with 721,799 reactions and 888 catalyst types from USPTO. Predict which catalyst facilitates the given reaction. (1) Reactant: [Li].[H-].[CH3:3][C:4]1[CH:9]=[C:8]([N:10]2[CH2:15][CH2:14][N:13]([NH:16][CH:17]=O)[CH2:12][CH2:11]2)[CH:7]=[CH:6][N:5]=1.Cl.C(=O)([O-])[O-].[K+].[K+]. Product: [CH3:17][NH:16][N:13]1[CH2:12][CH2:11][N:10]([C:8]2[CH:7]=[CH:6][N:5]=[C:4]([CH3:3])[CH:9]=2)[CH2:15][CH2:14]1. The catalyst class is: 56. (2) Reactant: [CH3:1][C:2]1[CH:3]=[C:4]([SH:8])[CH:5]=[CH:6][CH:7]=1.Br[CH2:10][CH2:11][C:12]([O:14][CH3:15])=[O:13].C(N(CC)CC)C.O. Product: [CH3:1][C:2]1[CH:3]=[C:4]([S:8][CH2:10][CH2:11][C:12]([O:14][CH3:15])=[O:13])[CH:5]=[CH:6][CH:7]=1. The catalyst class is: 3. (3) Reactant: C(O)(C(F)(F)F)=O.[NH2:8][CH2:9][CH2:10][NH:11][C:12](=[O:19])[C:13]1[CH:18]=[CH:17][CH:16]=[N:15][CH:14]=1.[C:20](O)(=[O:40])[CH2:21][CH2:22][CH2:23]/[CH:24]=[CH:25]\[CH2:26]/[CH:27]=[CH:28]\[CH2:29]/[CH:30]=[CH:31]\[CH2:32]/[CH:33]=[CH:34]\[CH2:35]/[CH:36]=[CH:37]\[CH2:38][CH3:39].CN(C(ON1N=NC2C=CC=NC1=2)=[N+](C)C)C.F[P-](F)(F)(F)(F)F.CCN(C(C)C)C(C)C. Product: [C:20]([NH:8][CH2:9][CH2:10][NH:11][C:12](=[O:19])[C:13]1[CH:18]=[CH:17][CH:16]=[N:15][CH:14]=1)(=[O:40])[CH2:21][CH2:22][CH2:23]/[CH:24]=[CH:25]\[CH2:26]/[CH:27]=[CH:28]\[CH2:29]/[CH:30]=[CH:31]\[CH2:32]/[CH:33]=[CH:34]\[CH2:35]/[CH:36]=[CH:37]\[CH2:38][CH3:39]. The catalyst class is: 210. (4) Product: [NH2:25][CH:15]([C:13]1[CH:12]=[C:4]([CH:3]=[C:2]([Br:1])[CH:14]=1)[C:5]([O:7][C:8]([CH3:11])([CH3:10])[CH3:9])=[O:6])[C:16]([F:19])([F:18])[F:17]. The catalyst class is: 11. Reactant: [Br:1][C:2]1[CH:3]=[C:4]([CH:12]=[C:13]([C:15](=O)[C:16]([F:19])([F:18])[F:17])[CH:14]=1)[C:5]([O:7][C:8]([CH3:11])([CH3:10])[CH3:9])=[O:6].C[Si]([N-:25][Si](C)(C)C)(C)C.[Li+].CSC.B.[OH-].[Na+].